From a dataset of Full USPTO retrosynthesis dataset with 1.9M reactions from patents (1976-2016). Predict the reactants needed to synthesize the given product. (1) Given the product [CH2:5]([O:7][C:8]([C:10]1[CH:27]=[CH:26][C:13]2[S:14][C:15]([C:17]3[CH:22]=[CH:21][C:20]([OH:23])=[CH:19][C:18]=3[CH3:25])=[CH:16][C:12]=2[CH:11]=1)=[O:9])[CH3:6], predict the reactants needed to synthesize it. The reactants are: B(Br)(Br)Br.[CH2:5]([O:7][C:8]([C:10]1[CH:27]=[CH:26][C:13]2[S:14][C:15]([C:17]3[CH:22]=[CH:21][C:20]([O:23]C)=[CH:19][C:18]=3[CH3:25])=[CH:16][C:12]=2[CH:11]=1)=[O:9])[CH3:6].O.C(Cl)(=O)C. (2) Given the product [NH2:8][CH2:9][CH2:10][CH2:11][N:12]1[CH:21]=[CH:20][C:19]2[C:14](=[CH:15][C:16]([C:22]([O:24][CH3:25])=[O:23])=[CH:17][CH:18]=2)[C:13]1=[O:26], predict the reactants needed to synthesize it. The reactants are: C(OC([NH:8][CH2:9][CH2:10][CH2:11][N:12]1[CH:21]=[CH:20][C:19]2[C:14](=[CH:15][C:16]([C:22]([O:24][CH3:25])=[O:23])=[CH:17][CH:18]=2)[C:13]1=[O:26])=O)(C)(C)C.Cl.O1CCOCC1. (3) The reactants are: [F:1][C:2]1[CH:7]=[CH:6][C:5]([N:8]2[C:16]3[CH:15]=[C:14]4[CH2:17][CH2:18][CH2:19][C@@H:20]5[CH2:27][C@:24]6([CH2:26][O:25]6)[CH2:23][CH2:22][C@:21]5([CH2:28][C:29]5[CH:34]=[CH:33][CH:32]=[CH:31][N:30]=5)[C:13]4=[CH:12][C:11]=3[CH:10]=[N:9]2)=[CH:4][CH:3]=1.[BH4-].[Na+]. Given the product [F:1][C:2]1[CH:3]=[CH:4][C:5]([N:8]2[C:16]3[CH:15]=[C:14]4[CH2:17][CH2:18][CH2:19][C@@H:20]5[CH2:27][C@@:24]([CH3:26])([OH:25])[CH2:23][CH2:22][C@:21]5([CH2:28][C:29]5[CH:34]=[CH:33][CH:32]=[CH:31][N:30]=5)[C:13]4=[CH:12][C:11]=3[CH:10]=[N:9]2)=[CH:6][CH:7]=1.[F:1][C:2]1[CH:3]=[CH:4][C:5]([N:8]2[C:16]3[CH:15]=[C:14]4[CH2:17][CH2:18][CH2:19][C@H:20]5[CH2:27][C@:24]([CH3:26])([OH:25])[CH2:23][CH2:22][C@@:21]5([CH2:28][C:29]5[CH:34]=[CH:33][CH:32]=[CH:31][N:30]=5)[C:13]4=[CH:12][C:11]=3[CH:10]=[N:9]2)=[CH:6][CH:7]=1, predict the reactants needed to synthesize it. (4) Given the product [F:15][C:14]([F:17])([F:16])[C:10]1[CH:9]=[C:8]([N:7]2[C:3]([CH2:2][N:28]3[CH2:29][CH2:30][NH:25][C:26](=[O:31])[CH2:27]3)=[N:4][N:5]=[N:6]2)[CH:13]=[CH:12][CH:11]=1, predict the reactants needed to synthesize it. The reactants are: Cl[CH2:2][C:3]1[N:7]([C:8]2[CH:13]=[CH:12][CH:11]=[C:10]([C:14]([F:17])([F:16])[F:15])[CH:9]=2)[N:6]=[N:5][N:4]=1.C(N(CC)CC)C.[NH:25]1[CH2:30][CH2:29][NH:28][CH2:27][C:26]1=[O:31]. (5) Given the product [CH3:8][O:9][C:10]1[CH:17]=[CH:16][C:13]([C:14]([NH:3][CH3:2])=[NH:15])=[CH:12][CH:11]=1, predict the reactants needed to synthesize it. The reactants are: Cl.[CH3:2][NH2:3].C[Al](C)C.[CH3:8][O:9][C:10]1[CH:17]=[CH:16][C:13]([C:14]#[N:15])=[CH:12][CH:11]=1. (6) Given the product [Cl:1][C:2]1[N:7]=[CH:6][C:5]([C:8]2[CH:20]=[CH:19][C:11]3[N:12]=[C:13]([NH2:15])[S:14][C:10]=3[CH:9]=2)=[CH:4][C:3]=1[N:21]([CH3:23])[CH3:22], predict the reactants needed to synthesize it. The reactants are: [Cl:1][C:2]1[N:7]=[CH:6][C:5]([C:8]2[CH:20]=[CH:19][C:11]3[N:12]=[C:13]([NH:15]C(=O)C)[S:14][C:10]=3[CH:9]=2)=[CH:4][C:3]=1[N:21]([CH3:23])[CH3:22].[OH-].[Na+].Cl. (7) Given the product [F:43][C:44]([F:49])([F:48])[C:45]([OH:47])=[O:46].[Br:42][C:27]1[C:28]([NH:30][CH2:31][C:32]2[CH:37]=[CH:36][C:35]([C:38]([F:41])([F:39])[F:40])=[CH:34][CH:33]=2)=[N:29][C:24]([NH:23][C:20]2[CH:21]=[C:22]3[C:17](=[CH:18][CH:19]=2)[NH:16][CH:15]=[C:14]3[C:11]2[CH2:12][CH2:13][NH:8][CH2:9][CH:10]=2)=[N:25][CH:26]=1, predict the reactants needed to synthesize it. The reactants are: C(OC([N:8]1[CH2:13][CH:12]=[C:11]([C:14]2[C:22]3[C:17](=[CH:18][CH:19]=[C:20]([NH:23][C:24]4[N:29]=[C:28]([NH:30][CH2:31][C:32]5[CH:37]=[CH:36][C:35]([C:38]([F:41])([F:40])[F:39])=[CH:34][CH:33]=5)[C:27]([Br:42])=[CH:26][N:25]=4)[CH:21]=3)[NH:16][CH:15]=2)[CH2:10][CH2:9]1)=O)(C)(C)C.[F:43][C:44]([F:49])([F:48])[C:45]([OH:47])=[O:46]. (8) The reactants are: Br[C:2]1[NH:11][C:5]2[N:6]=[CH:7][N:8]=[C:9]([NH2:10])[C:4]=2[C:3]=1[C:12]1[CH:17]=[CH:16][C:15]([CH3:18])=[CH:14][CH:13]=1.[CH2:19](C([SnH3])=C(CCCC)CCCC)[CH2:20]CC. Given the product [C:15]1([CH3:18])[CH:16]=[CH:17][C:12]([C:3]2[C:4]3[C:9]([NH2:10])=[N:8][CH:7]=[N:6][C:5]=3[NH:11][C:2]=2[CH:19]=[CH2:20])=[CH:13][CH:14]=1, predict the reactants needed to synthesize it.